Dataset: Reaction yield outcomes from USPTO patents with 853,638 reactions. Task: Predict the reaction yield, written as a fraction of the theoretical maximum amount of product (1.0 means a 100% yield; for example, 0.34 means a 34% yield). (1) The reactants are [CH2:1]([N:8]1[C:16]2[C:11](=[C:12]([O:17]CC3C=CC=CC=3)[CH:13]=[CH:14][CH:15]=2)[CH:10]=[C:9]1[CH3:25])[C:2]1[CH:7]=[CH:6][CH:5]=[CH:4][CH:3]=1.C(OCC)(=O)C. The catalyst is [Pd].[Hg].CO. The product is [CH2:1]([N:8]1[C:16]2[CH:15]=[CH:14][CH:13]=[C:12]([OH:17])[C:11]=2[CH:10]=[C:9]1[CH3:25])[C:2]1[CH:3]=[CH:4][CH:5]=[CH:6][CH:7]=1. The yield is 0.490. (2) The yield is 0.570. The catalyst is C(OCC)(=O)C. The product is [CH2:1]([N:8]([CH2:16][CH:17]=[O:18])[C:9]([CH2:11][O:12][C:13](=[O:15])[CH3:14])=[O:10])[C:2]1[CH:3]=[CH:4][CH:5]=[CH:6][CH:7]=1. The reactants are [CH2:1]([N:8]([CH2:16][CH2:17][OH:18])[C:9]([CH2:11][O:12][C:13](=[O:15])[CH3:14])=[O:10])[C:2]1[CH:7]=[CH:6][CH:5]=[CH:4][CH:3]=1.CS(C)=O.C(N(CC)C(C)C)(C)C.N1C=CC=CC=1. (3) The reactants are [F:1][C:2]1[CH:3]=[C:4]([C:8]2[N:13]=[CH:12][C:11]([C:14]([NH:16][CH:17]3[CH2:20][N:19](C(OC(C)(C)C)=O)[CH2:18]3)=[O:15])=[CH:10][N:9]=2)[CH:5]=[CH:6][CH:7]=1.Cl. The catalyst is CO.O1CCOCC1.CCOCC. The product is [NH:19]1[CH2:20][CH:17]([NH:16][C:14]([C:11]2[CH:12]=[N:13][C:8]([C:4]3[CH:5]=[CH:6][CH:7]=[C:2]([F:1])[CH:3]=3)=[N:9][CH:10]=2)=[O:15])[CH2:18]1. The yield is 0.720. (4) The reactants are [Cl:1][C:2]1[C:7]([CH3:8])=[CH:6][C:5]([O:9][CH3:10])=[C:4]([NH2:11])[CH:3]=1.[N:12]([O-])=O.[Na+].O.O.Cl[Sn]Cl. No catalyst specified. The product is [Cl:1][C:2]1[C:7]([CH3:8])=[CH:6][C:5]([O:9][CH3:10])=[C:4]([NH:11][NH2:12])[CH:3]=1. The yield is 0.330. (5) The yield is 0.200. The product is [NH2:1][C:2]1[C:15]2[C:14](=[O:16])[C:13]([C:17]#[N:18])=[CH:12][N:7]3[C@@H:8]([CH3:11])[CH2:9][O:10][C:5]([C:6]=23)=[C:4]([NH:32][C@H:29]2[CH2:30][CH2:31][C@@H:27]([C:22]3[CH:23]=[CH:24][CH:25]=[CH:26][N:21]=3)[CH2:28]2)[C:3]=1[F:20]. The reactants are [NH2:1][C:2]1[C:15]2[C:14](=[O:16])[C:13]([C:17]#[N:18])=[CH:12][N:7]3[C@@H:8]([CH3:11])[CH2:9][O:10][C:5]([C:6]=23)=[C:4](F)[C:3]=1[F:20].[N:21]1[CH:26]=[CH:25][CH:24]=[CH:23][C:22]=1[C@@H:27]1[CH2:31][CH2:30][C@H:29]([NH2:32])[CH2:28]1.C(N(CC)CC)C. The catalyst is CS(C)=O. (6) The reactants are [CH2:1]([Li])CCC.[Cl:6][C:7]1[CH:12]=[C:11]([Cl:13])[CH:10]=[CH:9][N:8]=1.CI.CC(O)=O. The catalyst is C1COCC1.CCOCC. The product is [Cl:6][C:7]1[C:12]([CH3:1])=[C:11]([Cl:13])[CH:10]=[CH:9][N:8]=1. The yield is 0.720.